From a dataset of Catalyst prediction with 721,799 reactions and 888 catalyst types from USPTO. Predict which catalyst facilitates the given reaction. (1) The catalyst class is: 9. Product: [C:1]([C:3]1[CH:8]=[CH:7][C:6]([CH:9]2[N:14]([CH2:15][C:16]([N:46]([CH2:47][CH2:48][OH:49])[CH3:45])=[O:18])[C:13](=[O:19])[N:12]([C:20]3[CH:25]=[CH:24][CH:23]=[C:22]([C:26]([F:29])([F:28])[F:27])[CH:21]=3)[C:11]3[CH2:30][CH2:31][C:32](=[O:33])[C:10]2=3)=[C:5]([S:34]([CH3:37])(=[O:36])=[O:35])[CH:4]=1)#[N:2]. Reactant: [C:1]([C:3]1[CH:8]=[CH:7][C:6]([CH:9]2[N:14]([CH2:15][C:16]([OH:18])=O)[C:13](=[O:19])[N:12]([C:20]3[CH:25]=[CH:24][CH:23]=[C:22]([C:26]([F:29])([F:28])[F:27])[CH:21]=3)[C:11]3[CH2:30][CH2:31][C:32](=[O:33])[C:10]2=3)=[C:5]([S:34]([CH3:37])(=[O:36])=[O:35])[CH:4]=1)#[N:2].C(N(CC)CC)C.[CH3:45][NH:46][CH2:47][CH2:48][OH:49]. (2) Reactant: [Br:1][C:2]1[CH:7]=[CH:6][C:5]([OH:8])=[C:4]([F:9])[CH:3]=1.[CH2:10](Br)[CH3:11].C(=O)([O-])[O-].[K+].[K+]. Product: [Br:1][C:2]1[CH:7]=[CH:6][C:5]([O:8][CH2:10][CH3:11])=[C:4]([F:9])[CH:3]=1. The catalyst class is: 573. (3) Reactant: [F:1][C:2]([F:34])([F:33])[C:3]1[CH:32]=[CH:31][C:6]([O:7][C:8]2[NH:12][N:11]=[C:10]([C:13]3[CH:14]=[C:15]([C:19]4([NH:23][C:24](=[O:30])[O:25][C:26]([CH3:29])([CH3:28])[CH3:27])[CH2:22][O:21][CH2:20]4)[CH:16]=[CH:17][CH:18]=3)[CH:9]=2)=[CH:5][CH:4]=1.Br[CH2:36][C:37]([O:39][CH2:40][CH3:41])=[O:38].C(=O)([O-])[O-].[K+].[K+]. Product: [F:34][C:2]([F:1])([F:33])[C:3]1[CH:32]=[CH:31][C:6]([O:7][C:8]2[CH:9]=[C:10]([C:13]3[CH:18]=[CH:17][CH:16]=[C:15]([C:19]4([NH:23][C:24]([O:25][C:26]([CH3:28])([CH3:29])[CH3:27])=[O:30])[CH2:22][O:21][CH2:20]4)[CH:14]=3)[N:11]([CH2:36][C:37]([O:39][CH2:40][CH3:41])=[O:38])[N:12]=2)=[CH:5][CH:4]=1. The catalyst class is: 31. (4) Reactant: C[O:2][C:3](=[O:41])[C:4]1[CH:9]=[C:8]([O:10][C:11]2[CH:16]=[CH:15][C:14]([NH:17][S:18]([C:21]3[CH:26]=[CH:25][C:24]([CH3:27])=[CH:23][CH:22]=3)(=[O:20])=[O:19])=[C:13]([O:28][CH3:29])[CH:12]=2)[CH:7]=[CH:6][C:5]=1[NH:30][S:31]([C:34]1[CH:39]=[CH:38][C:37]([CH3:40])=[CH:36][CH:35]=1)(=[O:33])=[O:32].[Li+].[OH-].Cl. Product: [CH3:29][O:28][C:13]1[CH:12]=[C:11]([CH:16]=[CH:15][C:14]=1[NH:17][S:18]([C:21]1[CH:22]=[CH:23][C:24]([CH3:27])=[CH:25][CH:26]=1)(=[O:20])=[O:19])[O:10][C:8]1[CH:7]=[CH:6][C:5]([NH:30][S:31]([C:34]2[CH:35]=[CH:36][C:37]([CH3:40])=[CH:38][CH:39]=2)(=[O:33])=[O:32])=[C:4]([CH:9]=1)[C:3]([OH:41])=[O:2]. The catalyst class is: 20. (5) Reactant: [CH3:1][C:2]([C:18]1[CH:23]=[CH:22][CH:21]=[CH:20][CH:19]=1)([CH2:13][CH:14]=[C:15]([CH3:17])[CH3:16])[C:3]([O:5]CC1C=CC=CC=1)=[O:4]. Product: [CH3:1][C:2]([C:18]1[CH:19]=[CH:20][CH:21]=[CH:22][CH:23]=1)([CH2:13][CH2:14][CH:15]([CH3:17])[CH3:16])[C:3]([OH:5])=[O:4]. The catalyst class is: 78. (6) Reactant: [NH:1]1[C:9]2[C:4](=[CH:5][CH:6]=[CH:7][CH:8]=2)[CH:3]=[C:2]1[C:10]([O:12][CH2:13][CH3:14])=[O:11].[H-].[Na+].Br[CH2:18][C:19]#[N:20]. Product: [C:19]([CH2:18][N:1]1[C:9]2[C:4](=[CH:5][CH:6]=[CH:7][CH:8]=2)[CH:3]=[C:2]1[C:10]([O:12][CH2:13][CH3:14])=[O:11])#[N:20]. The catalyst class is: 3. (7) Reactant: [NH:1]1[C:10]2[C:5](=[CH:6][CH:7]=[CH:8][CH:9]=2)[CH2:4][CH2:3][CH2:2]1.C(=O)([O-])O.[Na+].O.[Cl:17][C:18]1[CH:23]=[CH:22][C:21]([S:24](Cl)(=[O:26])=[O:25])=[CH:20][C:19]=1[N+:28]([O-:30])=[O:29]. Product: [Cl:17][C:18]1[CH:23]=[CH:22][C:21]([S:24]([N:1]2[C:10]3[C:5](=[CH:6][CH:7]=[CH:8][CH:9]=3)[CH2:4][CH2:3][CH2:2]2)(=[O:26])=[O:25])=[CH:20][C:19]=1[N+:28]([O-:30])=[O:29]. The catalyst class is: 54. (8) Reactant: [CH2:1]([O:5][CH2:6][CH2:7][O:8][C:9]1[CH:14]=[CH:13][C:12]([C:15]2[CH:20]=[CH:19][C:18]([N:21]3[CH2:26][CH2:25][CH2:24][CH2:23][CH2:22]3)=[C:17](/[CH:27]=[C:28](\[CH3:34])/[C:29]([O:31]CC)=[O:30])[CH:16]=2)=[CH:11][CH:10]=1)[CH2:2][CH2:3][CH3:4].[OH-].[Na+].Cl. Product: [CH2:1]([O:5][CH2:6][CH2:7][O:8][C:9]1[CH:10]=[CH:11][C:12]([C:15]2[CH:20]=[CH:19][C:18]([N:21]3[CH2:26][CH2:25][CH2:24][CH2:23][CH2:22]3)=[C:17](/[CH:27]=[C:28](\[CH3:34])/[C:29]([OH:31])=[O:30])[CH:16]=2)=[CH:13][CH:14]=1)[CH2:2][CH2:3][CH3:4]. The catalyst class is: 219.